Dataset: Full USPTO retrosynthesis dataset with 1.9M reactions from patents (1976-2016). Task: Predict the reactants needed to synthesize the given product. (1) Given the product [CH3:17][CH:15]([CH2:14][CH2:13][C@@H:10]1[C@@:9]([OH:25])([C:18]([CH2:20][CH2:21][CH:22]([CH3:23])[CH3:24])=[O:19])[C:8]([OH:26])=[C:7]([C:5]([CH2:4][CH:2]([CH3:3])[CH3:1])=[O:6])[C:11]1=[O:12])[CH3:16], predict the reactants needed to synthesize it. The reactants are: [CH3:1][CH:2]([CH2:4][C:5]([C:7]1[C:11](=[O:12])[C@@H:10]([CH2:13][CH:14]=[C:15]([CH3:17])[CH3:16])[C@:9]([OH:25])([C:18]([CH2:20][CH:21]=[C:22]([CH3:24])[CH3:23])=[O:19])[C:8]=1[OH:26])=[O:6])[CH3:3].[H][H].S(=O)(=O)(O)O. (2) Given the product [C:1]([O:5][C:6](=[O:41])[N:7]([CH2:20][CH2:21][CH2:22][N:23]1[C:32](=[O:33])[C:31]([CH3:34])([CH3:35])[C:30]2[C:25](=[C:26]([NH2:37])[C:27]([NH2:36])=[CH:28][CH:29]=2)[C:24]1=[O:40])[CH2:8][CH2:9][C:10]1[CH:15]=[CH:14][C:13]([O:16][CH3:17])=[C:12]([O:18][CH3:19])[CH:11]=1)([CH3:2])([CH3:3])[CH3:4], predict the reactants needed to synthesize it. The reactants are: [C:1]([O:5][C:6](=[O:41])[N:7]([CH2:20][CH2:21][CH2:22][N:23]1[C:32](=[O:33])[C:31]([CH3:35])([CH3:34])[C:30]2[C:25](=[C:26]([N+:37]([O-])=O)[C:27]([NH2:36])=[CH:28][CH:29]=2)[C:24]1=[O:40])[CH2:8][CH2:9][C:10]1[CH:15]=[CH:14][C:13]([O:16][CH3:17])=[C:12]([O:18][CH3:19])[CH:11]=1)([CH3:4])([CH3:3])[CH3:2].